Dataset: Forward reaction prediction with 1.9M reactions from USPTO patents (1976-2016). Task: Predict the product of the given reaction. (1) Given the reactants [OH:1][C@H:2]1[CH2:19][CH2:18][C@@:17]2([CH3:20])[C@@H:4]([CH2:5][CH2:6][C@:7]3([CH3:46])[C@@H:16]2[CH2:15][CH2:14][C@H:13]2[C@@:8]3([CH3:45])[CH2:9][CH2:10][C@@:11]3([C:27]([N:29]4[CH2:33][CH2:32][CH2:31][C@@H:30]4[C:34]4[NH:35][C:36]([C:39]5[CH:44]=[CH:43][CH:42]=[CH:41][CH:40]=5)=[CH:37][N:38]=4)=[O:28])[CH2:23][CH2:22][C@@H:21]([C:24]([CH3:26])=[CH2:25])[C@@H:12]32)[C:3]1([CH3:48])[CH3:47].Cl[C:50]1[CH:76]=[C:75](Cl)[CH:74]=[C:73](Cl)[C:51]=1[C:52]([O:54][C:55]([C@H:57]1[CH2:60][C@@H:59]([C:61](OCC2C=CC=CC=2)=[O:62])[C:58]1([CH3:72])[CH3:71])=[O:56])=O, predict the reaction product. The product is: [CH3:71][C:58]1([CH3:72])[CH:59]([C:61]([O:1][C@H:2]2[CH2:19][CH2:18][C@@:17]3([CH3:20])[C@@H:4]([CH2:5][CH2:6][C@:7]4([CH3:46])[C@@H:16]3[CH2:15][CH2:14][C@H:13]3[C@@:8]4([CH3:45])[CH2:9][CH2:10][C@@:11]4([C:27]([N:29]5[CH2:33][CH2:32][CH2:31][C@@H:30]5[C:34]5[NH:35][C:36]([C:39]6[CH:40]=[CH:41][CH:42]=[CH:43][CH:44]=6)=[CH:37][N:38]=5)=[O:28])[CH2:23][CH2:22][C@@H:21]([C:24]([CH3:26])=[CH2:25])[C@@H:12]43)[C:3]2([CH3:48])[CH3:47])=[O:62])[CH2:60][CH:57]1[C:55]([O:54][CH2:52][C:51]1[CH:50]=[CH:76][CH:75]=[CH:74][CH:73]=1)=[O:56]. (2) Given the reactants [Cl:1][C:2]1[C:3]([C:22]2[N:23]([CH:28]([CH3:30])[CH3:29])[C:24]([CH3:27])=[N:25][CH:26]=2)=[N:4][C:5]([NH:8][CH:9]2[CH2:14][CH2:13][N:12](C(OC(C)(C)C)=O)[CH2:11][CH2:10]2)=[N:6][CH:7]=1.Cl.C([O-])(O)=O.[Na+], predict the reaction product. The product is: [Cl:1][C:2]1[C:3]([C:22]2[N:23]([CH:28]([CH3:30])[CH3:29])[C:24]([CH3:27])=[N:25][CH:26]=2)=[N:4][C:5]([NH:8][CH:9]2[CH2:10][CH2:11][NH:12][CH2:13][CH2:14]2)=[N:6][CH:7]=1. (3) Given the reactants [C:1]1([OH:7])C=CC=CC=1.C(C1C=CC=CC=1O)(CC(C)(C)C)(C)C.C=O.[C:25]1([CH:32]=[CH:31][CH:30]=[C:28]([OH:29])[CH:27]=1)[OH:26], predict the reaction product. The product is: [C:25]1([CH:32]=[CH:31][CH:30]=[C:28]([OH:29])[C:27]=1[CH:1]=[O:7])[OH:26]. (4) Given the reactants [Cl:1][C:2]1[CH:7]=[CH:6][N:5]=[C:4]([N:8]2[CH2:13][CH2:12][N:11](C(OC(C)(C)C)=O)[CH2:10][CH2:9]2)[N:3]=1.[F:21][C:22]1[CH:27]=[CH:26][C:25]([F:28])=[CH:24][C:23]=1B(O)O, predict the reaction product. The product is: [ClH:1].[ClH:1].[F:21][C:22]1[CH:27]=[CH:26][C:25]([F:28])=[CH:24][C:23]=1[C:2]1[CH:7]=[CH:6][N:5]=[C:4]([N:8]2[CH2:9][CH2:10][NH:11][CH2:12][CH2:13]2)[N:3]=1. (5) The product is: [CH2:33]([O:35][C:36](=[O:37])[CH2:38][C:2]1[N:6]([CH3:7])[N:5]=[C:4]([C:8]2[CH:13]=[CH:12][CH:11]=[CH:10][N:9]=2)[C:3]=1[CH:14]([C:21]1[CH:30]=[CH:29][C:24]([C:25]([O:27][CH3:28])=[O:26])=[CH:23][C:22]=1[CH3:31])[CH2:15][CH2:16][C:17]([O:19][CH3:20])=[O:18])[CH3:34]. Given the reactants Cl[C:2]1[N:6]([CH3:7])[N:5]=[C:4]([C:8]2[CH:13]=[CH:12][CH:11]=[CH:10][N:9]=2)[C:3]=1[CH:14]([C:21]1[CH:30]=[CH:29][C:24]([C:25]([O:27][CH3:28])=[O:26])=[CH:23][C:22]=1[CH3:31])[CH2:15][CH2:16][C:17]([O:19][CH3:20])=[O:18].[K].[CH2:33]([O:35][C:36]([CH2:38]C([O-])=O)=[O:37])[CH3:34].C1(P(C2CCCCC2)C2C=CC=CC=2C2C(OC(C)C)=CC=CC=2OC(C)C)CCCCC1, predict the reaction product. (6) The product is: [Cl:15][C:16]1[CH:17]=[CH:18][C:19]([C:22]([C:24]2[CH:29]=[CH:28][C:27]([N+:30]([O-:32])=[O:31])=[CH:26][CH:25]=2)([C:3]2[N:2]([CH3:1])[CH:6]=[CH:5][N:4]=2)[OH:23])=[CH:20][CH:21]=1.[Cl:15][C:16]1[CH:17]=[CH:18][C:19]([C:22]([C:24]2[CH:29]=[CH:28][C:27]([N+:30]([O-:32])=[O:31])=[CH:26][CH:25]=2)([C:6]2[N:2]([CH3:1])[CH:3]=[N:4][CH:5]=2)[OH:23])=[CH:20][CH:21]=1. Given the reactants [CH3:1][N:2]1[CH:6]=[CH:5][N:4]=[CH:3]1.Cl[Si](CC)(CC)CC.[Cl:15][C:16]1[CH:21]=[CH:20][C:19]([C:22]([C:24]2[CH:29]=[CH:28][C:27]([N+:30]([O-:32])=[O:31])=[CH:26][CH:25]=2)=[O:23])=[CH:18][CH:17]=1, predict the reaction product. (7) Given the reactants N(S([O-])(=O)=O)(S([O-])(=O)=[O:4])[O].[K+].[K+].[N+:13]([C:16]1[CH:21]=[CH:20][CH:19]=[C:18]([N+:22]([O-:24])=[O:23])C=1CC#N)([O-:15])=[O:14].C([O:30][CH2:31][CH3:32])C, predict the reaction product. The product is: [N+:13]([C:16]1[CH:21]=[CH:20][CH:19]=[C:18]([N+:22]([O-:24])=[O:23])[C:32]=1[C:31]([OH:30])=[O:4])([O-:15])=[O:14]. (8) Given the reactants [C:1]([OH:9])(=O)[C:2]1[CH:7]=[CH:6][CH:5]=[CH:4][CH:3]=1.CN(C(ON1N=NC2C=CC=NC1=2)=[N+](C)C)C.F[P-](F)(F)(F)(F)F.C(N(C(C)C)CC)(C)C.[N:43]1([CH2:48][CH2:49][N:50]2[C:58]3[C:53](=[CH:54][CH:55]=[CH:56][CH:57]=3)[C:52]([C:59]3[O:63][N:62]=[C:61]([CH2:64][NH2:65])[N:60]=3)=[N:51]2)[CH:47]=[CH:46][N:45]=[CH:44]1, predict the reaction product. The product is: [N:43]1([CH2:48][CH2:49][N:50]2[C:58]3[C:53](=[CH:54][CH:55]=[CH:56][CH:57]=3)[C:52]([C:59]3[O:63][N:62]=[C:61]([CH2:64][NH:65][C:1](=[O:9])[C:2]4[CH:3]=[CH:4][CH:5]=[CH:6][CH:7]=4)[N:60]=3)=[N:51]2)[CH:47]=[CH:46][N:45]=[CH:44]1.